Dataset: Peptide-MHC class II binding affinity with 134,281 pairs from IEDB. Task: Regression. Given a peptide amino acid sequence and an MHC pseudo amino acid sequence, predict their binding affinity value. This is MHC class II binding data. (1) The peptide sequence is ALTKAITAMSEVQKV. The MHC is HLA-DQA10301-DQB10302 with pseudo-sequence HLA-DQA10301-DQB10302. The binding affinity (normalized) is 0.296. (2) The peptide sequence is IGLEIKDVQIIKQSEKEYIRIDAKVVP. The MHC is DRB1_0101 with pseudo-sequence DRB1_0101. The binding affinity (normalized) is 1.00. (3) The peptide sequence is AFKVAALAANAAPAN. The MHC is DRB1_0802 with pseudo-sequence DRB1_0802. The binding affinity (normalized) is 0.920. (4) The binding affinity (normalized) is 0.130. The peptide sequence is TRGPSLRTTTVSGKL. The MHC is DRB1_0802 with pseudo-sequence DRB1_0802. (5) The peptide sequence is GPIVHDAIHRSAARS. The MHC is DRB3_0202 with pseudo-sequence DRB3_0202. The binding affinity (normalized) is 0.534. (6) The MHC is HLA-DQA10501-DQB10301 with pseudo-sequence HLA-DQA10501-DQB10301. The binding affinity (normalized) is 0.187. The peptide sequence is MASRFMTDPHAMRDM. (7) The peptide sequence is LIRKKLMTSPKWVQM. The MHC is DRB5_0101 with pseudo-sequence DRB5_0101. The binding affinity (normalized) is 0.799. (8) The peptide sequence is AVKVAATAANAAPAN. The MHC is DRB1_0901 with pseudo-sequence DRB1_0901. The binding affinity (normalized) is 0.238. (9) The peptide sequence is TKWDNSFLEILYGYE. The MHC is DRB5_0101 with pseudo-sequence DRB5_0101. The binding affinity (normalized) is 0.0721. (10) The peptide sequence is GGNFAGGGFGMLLRK. The MHC is DRB1_0401 with pseudo-sequence DRB1_0401. The binding affinity (normalized) is 0.0242.